Dataset: Catalyst prediction with 721,799 reactions and 888 catalyst types from USPTO. Task: Predict which catalyst facilitates the given reaction. Reactant: P(Br)(Br)[Br:2].[N:5]1[C:14]2[C:9](=[CH:10][C:11]([CH2:15][CH2:16][CH2:17]O)=[CH:12][CH:13]=2)[CH:8]=[CH:7][CH:6]=1. Product: [Br:2][CH2:17][CH2:16][CH2:15][C:11]1[CH:10]=[C:9]2[C:14](=[CH:13][CH:12]=1)[N:5]=[CH:6][CH:7]=[CH:8]2. The catalyst class is: 4.